Dataset: Forward reaction prediction with 1.9M reactions from USPTO patents (1976-2016). Task: Predict the product of the given reaction. Given the reactants [Br:1][C:2]1[CH:3]=[C:4]2[C:8](=[CH:9][CH:10]=1)[NH:7][N:6]=[C:5]2[F:11].CC1C=CC(S(O)(=O)=O)=CC=1.[CH2:23]1[CH2:28][O:27][CH:26]=[CH:25][CH2:24]1, predict the reaction product. The product is: [Br:1][C:2]1[CH:3]=[C:4]2[C:8](=[CH:9][CH:10]=1)[N:7]([CH:26]1[CH2:25][CH2:24][CH2:23][CH2:28][O:27]1)[N:6]=[C:5]2[F:11].